This data is from Retrosynthesis with 50K atom-mapped reactions and 10 reaction types from USPTO. The task is: Predict the reactants needed to synthesize the given product. (1) The reactants are: C[C@@H](COc1ccc(C2CCN(c3ccc4nnc(C(F)(F)F)n4n3)CC2)cc1)N1CCN(C)C(=O)C1. Given the product C[C@@H](COc1ccc(C2CCN(C3=Nn4c(nnc4C(F)(F)F)CC3)CC2)cc1)N1CCN(C)C(=O)C1, predict the reactants needed to synthesize it. (2) Given the product CCn1c(-c2nonc2N)nc2c(C#CC(C)(C)O)nc(CN3C(=O)c4ccccc4C3=O)cc21, predict the reactants needed to synthesize it. The reactants are: C#CC(C)(C)O.CCn1c(-c2nonc2N)nc2c(Cl)nc(CN3C(=O)c4ccccc4C3=O)cc21. (3) Given the product CCOC(=O)c1ccccc1-c1ccc(F)cc1Cl, predict the reactants needed to synthesize it. The reactants are: CCOC(=O)c1ccccc1B1OC(C)(C)C(C)(C)O1.Fc1ccc(Br)c(Cl)c1. (4) Given the product CN1C(=O)c2c(cccc2C(F)(F)F)[C@@H]2CN(C(=O)OC(C)(C)C)C[C@H]21, predict the reactants needed to synthesize it. The reactants are: CC(C)(C)OC(=O)N1C[C@H]2NC(=O)c3c(cccc3C(F)(F)F)[C@@H]2C1.CI. (5) Given the product Cc1ccnc(Cn2cc(CN(C(=O)C3CCCc4c(OCc5ccccc5)cccc43)c3ccc(C(C)C)nc3)cn2)c1, predict the reactants needed to synthesize it. The reactants are: CC(C)c1ccc(N(Cc2cn[nH]c2)C(=O)C2CCCc3c(OCc4ccccc4)cccc32)cn1.Cc1ccnc(CCl)c1. (6) Given the product CCOC(=O)[C@@H]1CCC[C@H]1NCCC(C)C, predict the reactants needed to synthesize it. The reactants are: CCOC(=O)C1=C(NCCC(C)C)CCC1.